From a dataset of Forward reaction prediction with 1.9M reactions from USPTO patents (1976-2016). Predict the product of the given reaction. (1) Given the reactants Br[C:2]1[CH:7]=[CH:6][C:5]([CH2:8][CH2:9][N:10]([CH2:13][CH3:14])[CH2:11][CH3:12])=[CH:4][CH:3]=1.B1(B2OC(C)(C)C(C)(C)O2)OC(C)(C)C(C)(C)O1.C([O-])(=O)C.[K+].Br[C:39]1[NH:40][C:41]2[CH:42]=[CH:43][CH:44]=[C:45]3[C:51](=[O:52])[NH:50][CH2:49][CH2:48][C:47]=1[C:46]=23.C(=O)([O-])[O-].[Na+].[Na+], predict the reaction product. The product is: [CH2:11]([N:10]([CH2:13][CH3:14])[CH2:9][CH2:8][C:5]1[CH:6]=[CH:7][C:2]([C:39]2[NH:40][C:41]3[CH:42]=[CH:43][CH:44]=[C:45]4[C:51](=[O:52])[NH:50][CH2:49][CH2:48][C:47]=2[C:46]=34)=[CH:3][CH:4]=1)[CH3:12]. (2) Given the reactants C(OC([NH:8][C:9]1[CH:14]=[CH:13][CH:12]=[CH:11][C:10]=1[NH:15][C:16](=[O:29])[C:17]1[CH:22]=[CH:21][C:20]([N:23]2[CH2:28][CH2:27][NH:26][CH2:25][CH2:24]2)=[N:19][CH:18]=1)=O)(C)(C)C.Cl, predict the reaction product. The product is: [NH2:8][C:9]1[CH:14]=[CH:13][CH:12]=[CH:11][C:10]=1[NH:15][C:16](=[O:29])[C:17]1[CH:22]=[CH:21][C:20]([N:23]2[CH2:24][CH2:25][NH:26][CH2:27][CH2:28]2)=[N:19][CH:18]=1. (3) Given the reactants [CH3:1][O:2][C:3](=[O:23])[C:4]1[CH:9]=[CH:8][C:7]([O:10][CH2:11][CH2:12][CH2:13][CH:14]2[CH2:19][CH2:18][N:17]([C:20]#[N:21])[CH2:16][CH2:15]2)=[CH:6][C:5]=1[CH3:22].[F:24][C:25]([F:31])([CH3:30])[C:26]([NH:28][OH:29])=N, predict the reaction product. The product is: [CH3:1][O:2][C:3](=[O:23])[C:4]1[CH:9]=[CH:8][C:7]([O:10][CH2:11][CH2:12][CH2:13][CH:14]2[CH2:15][CH2:16][N:17]([C:20]3[O:29][N:28]=[C:26]([C:25]([F:31])([F:24])[CH3:30])[N:21]=3)[CH2:18][CH2:19]2)=[CH:6][C:5]=1[CH3:22]. (4) Given the reactants [C:1]([C:3]1([CH2:6]OS(C2C=CC(C)=CC=2)(=O)=O)[CH2:5][CH2:4]1)#[N:2].[Cl:18][C:19]1[CH:20]=[CH:21][C:22]([OH:27])=[C:23]([CH:26]=1)[CH:24]=[O:25].C([O-])([O-])=O.[K+].[K+].O, predict the reaction product. The product is: [Cl:18][C:19]1[CH:20]=[CH:21][C:22]([O:27][CH2:6][C:3]2([C:1]#[N:2])[CH2:5][CH2:4]2)=[C:23]([CH:24]=[O:25])[CH:26]=1. (5) Given the reactants [C:1]([O:5][C:6](=[O:31])[N:7]([CH2:14][C:15]1[CH:20]=[CH:19][C:18]([C:21]2[S:29][C:28]3[C:23](=[N:24][CH:25]=[CH:26][C:27]=3Cl)[CH:22]=2)=[CH:17][CH:16]=1)[CH2:8][CH:9]1[CH2:13][CH2:12][CH2:11][O:10]1)([CH3:4])([CH3:3])[CH3:2].[F:32][C:33]1[CH:38]=[C:37]([N+:39]([O-:41])=[O:40])[CH:36]=[CH:35][C:34]=1[OH:42].C(=O)([O-])[O-].[K+].[K+], predict the reaction product. The product is: [F:32][C:33]1[CH:38]=[C:37]([N+:39]([O-:41])=[O:40])[CH:36]=[CH:35][C:34]=1[O:42][C:27]1[CH:26]=[CH:25][N:24]=[C:23]2[CH:22]=[C:21]([C:18]3[CH:19]=[CH:20][C:15]([CH2:14][N:7]([CH2:8][CH:9]4[CH2:13][CH2:12][CH2:11][O:10]4)[C:6](=[O:31])[O:5][C:1]([CH3:4])([CH3:3])[CH3:2])=[CH:16][CH:17]=3)[S:29][C:28]=12.